From a dataset of Forward reaction prediction with 1.9M reactions from USPTO patents (1976-2016). Predict the product of the given reaction. (1) Given the reactants Cl.Cl.[NH2:3][C@@H:4]1[CH2:6][C@H:5]1[C:7]1[CH:8]=[C:9]([C:13]([NH:15][C:16]2[CH:17]=[N:18][N:19]([CH3:21])[CH:20]=2)=[O:14])[S:10][C:11]=1[CH3:12].C(N(CC)CC)C.COC(OC)OC.[C:36]1(=O)[CH2:39][CH2:38][CH2:37]1.[BH4-].[Na+].[Cl-].[NH4+], predict the reaction product. The product is: [CH:36]1([NH:3][C@@H:4]2[CH2:6][C@H:5]2[C:7]2[CH:8]=[C:9]([C:13]([NH:15][C:16]3[CH:17]=[N:18][N:19]([CH3:21])[CH:20]=3)=[O:14])[S:10][C:11]=2[CH3:12])[CH2:39][CH2:38][CH2:37]1. (2) Given the reactants [NH2:1][C@H:2]([C:10]([OH:12])=[O:11])[CH2:3][CH2:4][CH2:5][NH:6][C:7](=[NH:9])[NH2:8].[C:13](Cl)(=[O:27])[CH2:14][CH2:15][CH2:16][CH2:17][CH2:18][CH2:19][CH2:20][CH2:21][CH2:22][CH2:23][CH2:24][CH2:25][CH3:26].[OH-].[Na+].Cl, predict the reaction product. The product is: [C:13]([NH:1][C@H:2]([C:10]([OH:12])=[O:11])[CH2:3][CH2:4][CH2:5][NH:6][C:7](=[NH:8])[NH2:9])(=[O:27])[CH2:14][CH2:15][CH2:16][CH2:17][CH2:18][CH2:19][CH2:20][CH2:21][CH2:22][CH2:23][CH2:24][CH2:25][CH3:26]. (3) Given the reactants [F:1][C:2]1[CH:3]=[C:4]([S:8]([C:11]2[CH:20]=[C:19]3[C:14]([CH2:15][CH2:16][C@H:17]([CH2:21][NH2:22])[O:18]3)=[CH:13][CH:12]=2)(=[O:10])=[O:9])[CH:5]=[CH:6][CH:7]=1.[CH3:23][N:24]=[C:25]=[O:26], predict the reaction product. The product is: [F:1][C:2]1[CH:3]=[C:4]([S:8]([C:11]2[CH:20]=[C:19]3[C:14]([CH2:15][CH2:16][C@H:17]([CH2:21][NH:22][C:25]([NH:24][CH3:23])=[O:26])[O:18]3)=[CH:13][CH:12]=2)(=[O:10])=[O:9])[CH:5]=[CH:6][CH:7]=1.